Task: Predict which catalyst facilitates the given reaction.. Dataset: Catalyst prediction with 721,799 reactions and 888 catalyst types from USPTO (1) The catalyst class is: 19. Reactant: [CH:1]1([CH2:7][N:8]2[C:12]([C:13](=[O:22])/[CH:14]=[CH:15]/[C:16]3[CH:21]=[CH:20][CH:19]=[CH:18][N:17]=3)=[CH:11][C:10]([C:23]([O:25][CH2:26][CH3:27])=[O:24])=[C:9]2[CH3:28])[CH2:6][CH2:5][CH2:4][CH2:3][CH2:2]1. Product: [CH:1]1([CH2:7][N:8]2[C:12]([C:13](=[O:22])[CH2:14][CH2:15][C:16]3[CH:21]=[CH:20][CH:19]=[CH:18][N:17]=3)=[CH:11][C:10]([C:23]([O:25][CH2:26][CH3:27])=[O:24])=[C:9]2[CH3:28])[CH2:6][CH2:5][CH2:4][CH2:3][CH2:2]1. (2) Reactant: [Cl:1][C:2]1[N:3]=[C:4]([C:28]2[CH:29]=[N:30][CH:31]=[C:32]([Cl:34])[CH:33]=2)[C:5]2[N:10]([CH2:11][C@H:12]3[CH2:17][CH2:16][C@H:15]([CH3:18])[CH2:14][CH2:13]3)[C:9]([CH:19]([C:21]3[C:26]([F:27])=[CH:25][CH:24]=[CH:23][N:22]=3)[OH:20])=[CH:8][C:6]=2[N:7]=1.CC(OI1(OC(C)=O)(OC(C)=O)OC(=O)C2C=CC=CC1=2)=O. Product: [Cl:1][C:2]1[N:3]=[C:4]([C:28]2[CH:29]=[N:30][CH:31]=[C:32]([Cl:34])[CH:33]=2)[C:5]2[N:10]([CH2:11][C@H:12]3[CH2:13][CH2:14][C@H:15]([CH3:18])[CH2:16][CH2:17]3)[C:9]([C:19]([C:21]3[C:26]([F:27])=[CH:25][CH:24]=[CH:23][N:22]=3)=[O:20])=[CH:8][C:6]=2[N:7]=1. The catalyst class is: 2. (3) Reactant: [F:1][C:2]1[CH:15]=[C:14]([F:16])[CH:13]=[C:12]([F:17])[C:3]=1[C:4]([NH:6][C:7]([CH3:11])([CH3:10])[CH2:8][OH:9])=O.S(Cl)(Cl)=O. Product: [CH3:10][C:7]1([CH3:11])[CH2:8][O:9][C:4]([C:3]2[C:2]([F:1])=[CH:15][C:14]([F:16])=[CH:13][C:12]=2[F:17])=[N:6]1. The catalyst class is: 4. (4) Reactant: FC(F)(F)C(OC(=O)C(F)(F)F)=[O:4].[Cl:14][C:15]1[CH:16]=[CH:17][C:18]([CH2:21][O:22][C:23]2[CH:28]=[CH:27][N+:26]([O-])=[CH:25][CH:24]=2)=[N:19][CH:20]=1.CCN(CC)CC. Product: [Cl:14][C:15]1[CH:16]=[CH:17][C:18]([CH2:21][O:22][C:23]2[CH:28]=[CH:27][NH:26][C:25](=[O:4])[CH:24]=2)=[N:19][CH:20]=1. The catalyst class is: 20. (5) Reactant: [Cl:1][C:2]1[CH:3]=[C:4]([N+:13]([O-:15])=[O:14])[C:5]([OH:12])=[C:6]([NH:8]C(=O)C)[CH:7]=1. Product: [NH2:8][C:6]1[C:5]([OH:12])=[C:4]([N+:13]([O-:15])=[O:14])[CH:3]=[C:2]([Cl:1])[CH:7]=1. The catalyst class is: 666. (6) Reactant: Br[C:2]1[CH:26]=[C:5]2[CH2:6][N:7]([C:11]([O:13][CH2:14][C:15]3[CH:20]=[C:19]([C:21]([F:24])([F:23])[F:22])[CH:18]=[C:17]([Cl:25])[CH:16]=3)=[O:12])[CH2:8][CH2:9][CH2:10][N:4]2[N:3]=1.[N:27]1[CH:32]=[CH:31][C:30](B(O)O)=[CH:29][CH:28]=1.C([O-])([O-])=O.[K+].[K+]. Product: [N:27]1[CH:32]=[CH:31][C:30]([C:2]2[CH:26]=[C:5]3[CH2:6][N:7]([C:11]([O:13][CH2:14][C:15]4[CH:20]=[C:19]([C:21]([F:24])([F:23])[F:22])[CH:18]=[C:17]([Cl:25])[CH:16]=4)=[O:12])[CH2:8][CH2:9][CH2:10][N:4]3[N:3]=2)=[CH:29][CH:28]=1. The catalyst class is: 70. (7) Reactant: [Br:1][C:2]1[CH:7]=[CH:6][C:5]([NH:8][C:9](=[O:15])/[CH:10]=[CH:11]/OCC)=[CH:4][CH:3]=1. Product: [Br:1][C:2]1[CH:3]=[C:4]2[C:5](=[CH:6][CH:7]=1)[NH:8][C:9](=[O:15])[CH:10]=[CH:11]2. The catalyst class is: 65.